From a dataset of Reaction yield outcomes from USPTO patents with 853,638 reactions. Predict the reaction yield, written as a fraction of the theoretical maximum amount of product (1.0 means a 100% yield; for example, 0.34 means a 34% yield). (1) The reactants are [F:1][C:2]([F:18])([F:17])[C:3]1[CH:8]=[CH:7][C:6]([CH2:9][NH2:10])=[C:5]([N:11]2[CH2:16][CH2:15][CH2:14][CH2:13][CH2:12]2)[CH:4]=1.ClC(Cl)(OC(=O)OC(Cl)(Cl)Cl)Cl.[N-:31]=[C:32]=[O:33].N[C:35]1[C:40]2[O:41][CH2:42][C:43](=[O:45])[NH:44][C:39]=2[CH:38]=[CH:37][CH:36]=1. The catalyst is CCOC(C)=O.CN(C=O)C. The product is [F:18][C:2]([F:1])([F:17])[C:3]1[CH:8]=[CH:7][C:6]([CH2:9][NH:10][C:32]([NH:31][C:35]2[C:40]3[O:41][CH2:42][C:43](=[O:45])[NH:44][C:39]=3[CH:38]=[CH:37][CH:36]=2)=[O:33])=[C:5]([N:11]2[CH2:16][CH2:15][CH2:14][CH2:13][CH2:12]2)[CH:4]=1. The yield is 0.320. (2) The product is [C:24]([CH:8]1[C:9]2[C:4](=[C:3]([O:2][CH3:1])[CH:12]=[CH:11][CH:10]=2)[CH2:5][CH2:6][C:7]1([NH2:16])[C:13]([OH:15])=[O:14])([O:25][CH2:26][CH:27]1[C:28]2[C:33](=[CH:32][CH:31]=[CH:30][CH:29]=2)[C:34]2[C:39]1=[CH:38][CH:37]=[CH:36][CH:35]=2)=[O:40]. The yield is 0.710. The catalyst is C(#N)C.O. The reactants are [CH3:1][O:2][C:3]1[CH:12]=[CH:11][CH:10]=[C:9]2[C:4]=1[CH2:5][CH2:6][C:7]([NH2:16])([C:13]([OH:15])=[O:14])[CH2:8]2.C(N(CC)CC)C.[C:24](=O)([O:40]N1C(=O)CCC1=O)[O:25][CH2:26][CH:27]1[C:39]2[CH:38]=[CH:37][CH:36]=[CH:35][C:34]=2[C:33]2[C:28]1=[CH:29][CH:30]=[CH:31][CH:32]=2. (3) The reactants are [Cl:1][C:2]1[CH:15]=[CH:14][C:5]([CH2:6][N:7]2[CH2:12][CH2:11][CH:10]([NH2:13])[CH2:9][CH2:8]2)=[CH:4][C:3]=1[O:16][CH2:17][CH3:18].[Cl:19][C:20]1[CH:28]=[CH:27][C:23]([C:24](Cl)=[O:25])=[CH:22][CH:21]=1. No catalyst specified. The product is [Cl:1][C:2]1[CH:15]=[CH:14][C:5]([CH2:6][N:7]2[CH2:12][CH2:11][CH:10]([NH:13][C:24](=[O:25])[C:23]3[CH:27]=[CH:28][C:20]([Cl:19])=[CH:21][CH:22]=3)[CH2:9][CH2:8]2)=[CH:4][C:3]=1[O:16][CH2:17][CH3:18]. The yield is 0.660. (4) The reactants are [CH3:1][N:2]([CH3:21])[C:3]([C:5]1[N:14]([CH:15]2[CH2:20][CH2:19][CH2:18][CH2:17][CH2:16]2)[C:8]2[N:9]=[C:10](Cl)[N:11]=[CH:12][C:7]=2[CH:6]=1)=[O:4].[CH3:22][O:23][C:24](=[O:32])[C:25]1[CH:30]=[CH:29][C:28]([NH2:31])=[N:27][CH:26]=1. No catalyst specified. The product is [CH3:22][O:23][C:24](=[O:32])[C:25]1[CH:30]=[CH:29][C:28]([NH:31][C:10]2[N:11]=[CH:12][C:7]3[CH:6]=[C:5]([C:3](=[O:4])[N:2]([CH3:21])[CH3:1])[N:14]([CH:15]4[CH2:20][CH2:19][CH2:18][CH2:17][CH2:16]4)[C:8]=3[N:9]=2)=[N:27][CH:26]=1. The yield is 0.650. (5) The reactants are Cl[C:2]1[CH:10]=[C:9]2[C:5]([CH:6]=[CH:7][N:8]2[CH2:11][C:12]2[CH:17]=[CH:16][C:15]([C:18]([F:21])([F:20])[F:19])=[CH:14][CH:13]=2)=[CH:4][CH:3]=1.CC([O-])=O.[K+].[CH3:27][C:28]1([CH3:44])[C:32]([CH3:34])([CH3:33])[O:31][B:30]([B:30]2[O:31][C:32]([CH3:34])([CH3:33])[C:28]([CH3:44])([CH3:27])[O:29]2)[O:29]1. The catalyst is O1CCOCC1.C1C=CC(/C=C/C(/C=C/C2C=CC=CC=2)=O)=CC=1.C1C=CC(/C=C/C(/C=C/C2C=CC=CC=2)=O)=CC=1.C1C=CC(/C=C/C(/C=C/C2C=CC=CC=2)=O)=CC=1.[Pd].[Pd].CC(C1C=C(C(C)C)C(C2C=CC=CC=2P(C2CCCCC2)C2CCCCC2)=C(C(C)C)C=1)C. The product is [CH3:27][C:28]1([CH3:44])[C:32]([CH3:34])([CH3:33])[O:31][B:30]([C:2]2[CH:10]=[C:9]3[C:5]([CH:6]=[CH:7][N:8]3[CH2:11][C:12]3[CH:17]=[CH:16][C:15]([C:18]([F:21])([F:20])[F:19])=[CH:14][CH:13]=3)=[CH:4][CH:3]=2)[O:29]1. The yield is 0.770. (6) The reactants are [Cl:1][C:2]1[C:3]2[C:13]([F:14])=[CH:12][CH:11]=[CH:10][C:4]=2[S:5][C:6]=1[C:7](Cl)=[O:8].[H-].[Al+3].[Li+].[H-].[H-].[H-]. The catalyst is C1COCC1. The product is [Cl:1][C:2]1[C:3]2[C:13]([F:14])=[CH:12][CH:11]=[CH:10][C:4]=2[S:5][C:6]=1[CH2:7][OH:8]. The yield is 0.960. (7) The reactants are [CH2:1]([C:4]1[NH:8][C:7]([CH:9]=[O:10])=[CH:6][CH:5]=1)[CH2:2][CH3:3].C1C(=O)N([Br:18])C(=O)C1. The catalyst is C(Cl)(Cl)(Cl)Cl. The product is [Br:18][C:5]1[CH:6]=[C:7]([CH:9]=[O:10])[NH:8][C:4]=1[CH2:1][CH2:2][CH3:3]. The yield is 0.600. (8) The product is [Br:1][C:2]1[CH:3]=[C:4]([S:8]([N:16]2[CH2:17][CH2:18][N:13]([CH3:12])[CH2:14][CH2:15]2)(=[O:10])=[O:9])[CH:5]=[CH:6][CH:7]=1. The catalyst is C(Cl)Cl. The reactants are [Br:1][C:2]1[CH:3]=[C:4]([S:8](Cl)(=[O:10])=[O:9])[CH:5]=[CH:6][CH:7]=1.[CH3:12][N:13]1[CH2:18][CH2:17][NH:16][CH2:15][CH2:14]1.CCN(CC)CC. The yield is 0.880.